This data is from Catalyst prediction with 721,799 reactions and 888 catalyst types from USPTO. The task is: Predict which catalyst facilitates the given reaction. (1) Reactant: [Cl:1][C:2]1[CH:7]=[CH:6][CH:5]=[C:4]([Cl:8])[C:3]=1[C:9]([C:11]1[N:15]2[CH:16]=[CH:17][CH:18]=[CH:19][C:14]2=[CH:13][N:12]=1)=[O:10].C1C(=O)N([Br:27])C(=O)C1. Product: [Br:27][C:13]1[N:12]=[C:11]([C:9]([C:3]2[C:4]([Cl:8])=[CH:5][CH:6]=[CH:7][C:2]=2[Cl:1])=[O:10])[N:15]2[CH:16]=[CH:17][CH:18]=[CH:19][C:14]=12. The catalyst class is: 2. (2) Reactant: [NH2:1][C:2]1[N:7]=[C:6]([C:8]2[NH:12][C:11]([C:13]3[CH:18]=[C:17]([Cl:19])[CH:16]=[CH:15][C:14]=3[CH2:20][CH3:21])=[C:10]([C:22]([O:24][CH2:25][CH3:26])=[O:23])[CH:9]=2)[CH:5]=[CH:4][N:3]=1.[Br:27]N1C(=O)CCC1=O.O. Product: [NH2:1][C:2]1[N:7]=[C:6]([C:8]2[NH:12][C:11]([C:13]3[CH:18]=[C:17]([Cl:19])[CH:16]=[CH:15][C:14]=3[CH2:20][CH3:21])=[C:10]([C:22]([O:24][CH2:25][CH3:26])=[O:23])[CH:9]=2)[C:5]([Br:27])=[CH:4][N:3]=1. The catalyst class is: 3. (3) Reactant: [C:1]([O:5][C:6]([N:8]1[CH2:13][CH2:12][C@H:11]([NH:14][C:15]([O:17][CH2:18][C:19]2[CH:24]=[CH:23][CH:22]=[CH:21][CH:20]=2)=[O:16])[C@H:10]([NH2:25])[CH2:9]1)=[O:7])([CH3:4])([CH3:3])[CH3:2].[Cl:26][C:27]1[S:31][C:30]([C:32](Cl)=[O:33])=[CH:29][CH:28]=1.CCN(CC)CC.C(Cl)Cl. Product: [C:1]([O:5][C:6]([N:8]1[CH2:13][CH2:12][C@H:11]([NH:14][C:15]([O:17][CH2:18][C:19]2[CH:20]=[CH:21][CH:22]=[CH:23][CH:24]=2)=[O:16])[C@H:10]([NH:25][C:32]([C:30]2[S:31][C:27]([Cl:26])=[CH:28][CH:29]=2)=[O:33])[CH2:9]1)=[O:7])([CH3:4])([CH3:2])[CH3:3]. The catalyst class is: 25. (4) Reactant: [O:1]1[CH2:3][CH:2]1[C:4]1[O:8][C:7]([CH:9]2[O:13][CH2:12][CH2:11][O:10]2)=[CH:6][CH:5]=1. Product: [O:10]1[CH2:11][CH2:12][O:13][CH:9]1[C:7]1[O:8][C:4]([CH2:2][CH:3]=[O:1])=[CH:5][CH:6]=1. The catalyst class is: 13.